From a dataset of Catalyst prediction with 721,799 reactions and 888 catalyst types from USPTO. Predict which catalyst facilitates the given reaction. (1) Reactant: [CH3:1]N(C)C1C2C(=CC=CC=2N(C)C)C=CC=1.[OH:17][C@H:18]1[C@H:26]([CH3:27])[O:25][C:24](=[O:28])[C@@H:23]([N:29]([CH2:37][O:38][CH3:39])[C:30](=[O:36])[O:31][C:32]([CH3:35])([CH3:34])[CH3:33])[CH2:22][CH2:21][CH2:20][C@@H:19]1[CH2:40][CH2:41][CH:42]([CH3:44])[CH3:43].[O-]S([O-])(=O)=O.[Na+].[Na+].F[B-](F)(F)F.C[O+](C)C. Product: [CH2:40]([C@@H:19]1[C@@H:18]([O:17][CH3:1])[C@H:26]([CH3:27])[O:25][C:24](=[O:28])[C@@H:23]([N:29]([CH2:37][O:38][CH3:39])[C:30](=[O:36])[O:31][C:32]([CH3:35])([CH3:34])[CH3:33])[CH2:22][CH2:21][CH2:20]1)[CH2:41][CH:42]([CH3:44])[CH3:43]. The catalyst class is: 91. (2) Product: [NH2:1][C:2]1[N:7]=[CH:6][N:5]=[C:4]([NH:8][C@H:9]([C:11]2[N:16]([C:17]3[CH:22]=[CH:21][CH:20]=[CH:19][CH:18]=3)[C:15](=[O:23])[C:14]3=[C:24]([CH3:27])[CH:25]=[CH:26][N:13]3[N:12]=2)[CH3:10])[C:3]=1[C:28]1[CH:36]=[C:35]2[C:31]([CH:32]=[N:33][NH:34]2)=[CH:30][CH:29]=1. The catalyst class is: 13. Reactant: [NH2:1][C:2]1[N:7]=[CH:6][N:5]=[C:4]([NH:8][C@H:9]([C:11]2[N:16]([C:17]3[CH:22]=[CH:21][CH:20]=[CH:19][CH:18]=3)[C:15](=[O:23])[C:14]3=[C:24]([CH3:27])[CH:25]=[CH:26][N:13]3[N:12]=2)[CH3:10])[C:3]=1[C:28]1[CH:36]=[C:35]2[C:31]([CH:32]=[N:33][N:34]2S(C2C=CC(OC)=CC=2)(=O)=O)=[CH:30][CH:29]=1.Cl.N1C=CC=CC=1.O.